Task: Predict the product of the given reaction.. Dataset: Forward reaction prediction with 1.9M reactions from USPTO patents (1976-2016) Given the reactants [F:1][C:2]1[CH:35]=[CH:34][C:5]([CH2:6][N:7]2[C:16](=[O:17])[C:15]([C:18]3[NH:23][C:22]4[CH:24]=[CH:25][C:26]([C:28]#[N:29])=[CH:27][C:21]=4[S:20](=[O:31])(=[O:30])[N:19]=3)=[C:14]([OH:32])[C@H:13]3[C@@H:8]2[C@H:9]2[CH2:33][C@@H:12]3[CH2:11][CH2:10]2)=[CH:4][CH:3]=1.[ClH:36], predict the reaction product. The product is: [ClH:36].[NH2:29][CH2:28][C:26]1[CH:25]=[CH:24][C:22]2[NH:23][C:18]([C:15]3[C:16](=[O:17])[N:7]([CH2:6][C:5]4[CH:4]=[CH:3][C:2]([F:1])=[CH:35][CH:34]=4)[C@@H:8]4[C@H:13]([C:14]=3[OH:32])[C@@H:12]3[CH2:33][C@H:9]4[CH2:10][CH2:11]3)=[N:19][S:20](=[O:31])(=[O:30])[C:21]=2[CH:27]=1.